This data is from Retrosynthesis with 50K atom-mapped reactions and 10 reaction types from USPTO. The task is: Predict the reactants needed to synthesize the given product. The reactants are: C1CC2(CCN1)OCCO2.O=S(=O)(NCCO)c1ccc(F)cc1. Given the product O=S(=O)(NCCO)c1ccc(N2CCC3(CC2)OCCO3)cc1, predict the reactants needed to synthesize it.